From a dataset of Full USPTO retrosynthesis dataset with 1.9M reactions from patents (1976-2016). Predict the reactants needed to synthesize the given product. (1) Given the product [S:1]1[CH:5]=[CH:4][CH:3]=[C:2]1[CH2:6][NH:7][C:8]([C:10]1[N:11]=[C:12]2[C:17]([C:18]([F:21])([F:19])[F:20])=[CH:16][C:15]([C:23]3[CH:28]=[CH:27][CH:26]=[CH:25][CH:24]=3)=[CH:14][N:13]2[CH:22]=1)=[O:9], predict the reactants needed to synthesize it. The reactants are: [S:1]1[CH:5]=[CH:4][CH:3]=[C:2]1[CH2:6][NH:7][C:8]([C:10]1[N:11]=[C:12]2[C:17]([C:18]([F:21])([F:20])[F:19])=[CH:16][CH:15]=[CH:14][N:13]2[CH:22]=1)=[O:9].[C:23]1(B(O)O)[CH:28]=[CH:27][CH:26]=[CH:25][CH:24]=1.C(=O)(O)[O-].[Na+]. (2) Given the product [NH2:17][C@H:12]1[CH2:13][CH2:14][CH2:15][CH2:16][C@H:11]1[NH:10][C:4]1[CH:3]=[C:2]([NH:25][C:26]2[CH:35]=[C:34]3[C:29]([CH:30]=[CH:31][CH:32]=[N:33]3)=[CH:28][CH:27]=2)[C:7]([C:8]#[N:9])=[N:6][CH:5]=1, predict the reactants needed to synthesize it. The reactants are: Br[C:2]1[CH:3]=[C:4]([NH:10][C@@H:11]2[CH2:16][CH2:15][CH2:14][CH2:13][C@@H:12]2[NH:17]C(=O)OC(C)(C)C)[CH:5]=[N:6][C:7]=1[C:8]#[N:9].[NH2:25][C:26]1[CH:35]=[C:34]2[C:29]([CH:30]=[CH:31][CH:32]=[N:33]2)=[CH:28][CH:27]=1.O(C1C=CC=CC=1)[Na].O.O.O.CC1(C)C2C(=C(P(C3C=CC=CC=3)C3C=CC=CC=3)C=CC=2)OC2C(P(C3C=CC=CC=3)C3C=CC=CC=3)=CC=CC1=2. (3) Given the product [C:1]([O:5][C:6](=[O:23])[NH:7][C@@H:8]1[CH2:12][CH2:11][N:10]([C:13](=[O:22])[CH2:14][N:15]2[CH2:16][CH2:17][CH:18]([O:21][C:37](=[O:38])[NH:36][C:35]3[CH:34]=[CH:33][CH:32]=[CH:31][C:30]=3[C:27]3[CH:26]=[CH:25][CH:24]=[CH:29][CH:28]=3)[CH2:19][CH2:20]2)[CH2:9]1)([CH3:4])([CH3:2])[CH3:3], predict the reactants needed to synthesize it. The reactants are: [C:1]([O:5][C:6](=[O:23])[NH:7][C@@H:8]1[CH2:12][CH2:11][N:10]([C:13](=[O:22])[CH2:14][N:15]2[CH2:20][CH2:19][CH:18]([OH:21])[CH2:17][CH2:16]2)[CH2:9]1)([CH3:4])([CH3:3])[CH3:2].[CH:24]1[CH:29]=[CH:28][C:27]([C:30]2[C:35]([N:36]=[C:37]=[O:38])=[CH:34][CH:33]=[CH:32][CH:31]=2)=[CH:26][CH:25]=1.CC#N.FC(F)(F)C(O)=O. (4) Given the product [F:51][C:48]([F:50])([F:49])[CH2:47][NH:46][C:45]([C:32]1([CH2:31][CH2:30][CH2:29][CH2:28][N:25]2[CH2:24][CH2:23][N:22]([C:17]3[CH:16]=[CH:15][C:20]([C:1]([O:2][CH2:54][CH3:55])=[O:4])=[CH:21][N:13]=3)[CH2:27][CH2:26]2)[C:33]2[CH:34]=[CH:35][CH:36]=[CH:37][C:38]=2[C:39]2[C:44]1=[CH:43][CH:42]=[CH:41][CH:40]=2)=[O:52], predict the reactants needed to synthesize it. The reactants are: [C:1](=[O:4])([O-])[O-:2].[K+].[K+].C1([N:13]2[CH2:21][C:20]3[C:15](=[CH:16][C:17]([N:22]4[CH2:27][CH2:26][N:25]([CH2:28][CH2:29][CH2:30][CH2:31][C:32]5([C:45](=[O:52])[NH:46][CH2:47][C:48]([F:51])([F:50])[F:49])[C:44]6[CH:43]=[CH:42][CH:41]=[CH:40][C:39]=6[C:38]6[C:33]5=[CH:34][CH:35]=[CH:36][CH:37]=6)[CH2:24][CH2:23]4)=CC=3)C2=O)CCCCC1.[C:54](OCC)(=O)[CH3:55].